Dataset: Full USPTO retrosynthesis dataset with 1.9M reactions from patents (1976-2016). Task: Predict the reactants needed to synthesize the given product. (1) Given the product [F:1][C:2]1[CH:3]=[C:4]([CH:17]=[CH:18][C:19]=1[S:20]([CH3:23])(=[O:22])=[O:21])[CH2:5][NH2:6], predict the reactants needed to synthesize it. The reactants are: [F:1][C:2]1[CH:3]=[C:4]([CH:17]=[CH:18][C:19]=1[S:20]([CH3:23])(=[O:22])=[O:21])[CH2:5][N:6]1C(=O)C2C(=CC=CC=2)C1=O.O.NN. (2) Given the product [C:1]([C:5]1[CH:11]=[CH:10][C:9]([N+:12]([O-:14])=[O:13])=[CH:8][C:6]=1[NH:7][C:23](=[O:24])[CH2:22][Cl:21])([CH3:4])([CH3:2])[CH3:3], predict the reactants needed to synthesize it. The reactants are: [C:1]([C:5]1[CH:11]=[CH:10][C:9]([N+:12]([O-:14])=[O:13])=[CH:8][C:6]=1[NH2:7])([CH3:4])([CH3:3])[CH3:2].N1C=CC=CC=1.[Cl:21][CH2:22][C:23](Cl)=[O:24]. (3) Given the product [F:36][C:33]1[CH:34]=[CH:35][C:30]([CH2:29][CH2:28][O:17][C:14]2[CH:15]=[C:16]3[C:11](=[CH:12][CH:13]=2)[O:10][C:9]([C:18]2[N:23]=[CH:22][C:21]4[CH:24]=[CH:25][S:26][C:20]=4[CH:19]=2)=[CH:8][C:7]3=[N:6][OH:5])=[CH:31][CH:32]=1, predict the reactants needed to synthesize it. The reactants are: C([O:5][N:6]=[C:7]1[C:16]2[C:11](=[CH:12][CH:13]=[C:14]([OH:17])[CH:15]=2)[O:10][C:9]([C:18]2[N:23]=[CH:22][C:21]3[CH:24]=[CH:25][S:26][C:20]=3[CH:19]=2)=[CH:8]1)(C)(C)C.Cl[CH2:28][CH2:29][C:30]1(Cl)[CH:35]=[CH:34][C:33]([F:36])=[CH:32][CH2:31]1. (4) Given the product [F:31][C:29]([F:32])([F:30])[S:26]([C:25]([S:22]([C:21]([F:20])([F:33])[F:34])(=[O:23])=[O:24])([CH2:36][CH2:35][CH3:40])[CH2:4][CH2:5][CH3:6])(=[O:27])=[O:28], predict the reactants needed to synthesize it. The reactants are: C(O[CH:4](OCC)[CH2:5][CH2:6]CCC)C.C([SiH](CC)CC)C.[F:20][C:21]([F:34])([F:33])[S:22]([CH2:25][S:26]([C:29]([F:32])([F:31])[F:30])(=[O:28])=[O:27])(=[O:24])=[O:23].[C:35]1(C)[CH:40]=CC=C[CH:36]=1. (5) Given the product [F:32][C:26]1[CH:27]=[CH:28][CH:29]=[C:30]([F:31])[C:25]=1[C:24]([NH:23][C:19]1[CH:20]=[CH:21][CH:22]=[C:17]([C:9]2[C:8]([C:6]3[CH:5]=[CH:4][N:3]=[C:2]([NH:34][C:35]4[CH:36]=[CH:37][C:38]([O:42][CH3:43])=[C:39]([OH:41])[CH:40]=4)[N:7]=3)=[C:12]3[CH:13]=[CH:14][CH:15]=[CH:16][N:11]3[N:10]=2)[CH:18]=1)=[O:33], predict the reactants needed to synthesize it. The reactants are: Cl[C:2]1[N:7]=[C:6]([C:8]2[C:9]([C:17]3[CH:18]=[C:19]([NH:23][C:24](=[O:33])[C:25]4[C:30]([F:31])=[CH:29][CH:28]=[CH:27][C:26]=4[F:32])[CH:20]=[CH:21][CH:22]=3)=[N:10][N:11]3[CH:16]=[CH:15][CH:14]=[CH:13][C:12]=23)[CH:5]=[CH:4][N:3]=1.[NH2:34][C:35]1[CH:36]=[CH:37][C:38]([O:42][CH3:43])=[C:39]([OH:41])[CH:40]=1.Cl. (6) Given the product [F:1][C:2]([F:36])([F:37])[C:3]1[CH:4]=[C:5]([NH:9][C:10](=[O:35])[CH:11]([CH:25]([C:26]2[CH:31]=[CH:30][C:29]([CH:32]([CH3:34])[CH3:33])=[CH:28][CH:27]=2)[N:38]2[CH2:43][CH2:42][O:41][CH2:40][CH2:39]2)[C:12]([NH:14][C:15]2[CH:20]=[CH:19][CH:18]=[C:17]([C:21]([F:22])([F:23])[F:24])[CH:16]=2)=[O:13])[CH:6]=[CH:7][CH:8]=1, predict the reactants needed to synthesize it. The reactants are: [F:1][C:2]([F:37])([F:36])[C:3]1[CH:4]=[C:5]([NH:9][C:10](=[O:35])[C:11](=[CH:25][C:26]2[CH:31]=[CH:30][C:29]([CH:32]([CH3:34])[CH3:33])=[CH:28][CH:27]=2)[C:12]([NH:14][C:15]2[CH:20]=[CH:19][CH:18]=[C:17]([C:21]([F:24])([F:23])[F:22])[CH:16]=2)=[O:13])[CH:6]=[CH:7][CH:8]=1.[NH:38]1[CH2:43][CH2:42][O:41][CH2:40][CH2:39]1. (7) Given the product [Cl:19][C:18]1[C:9]([CH2:8][N:4]2[CH2:5][CH2:6][CH2:7][C@H:2]([NH:1][C:74](=[O:75])[CH2:73][NH:72][C:70](=[O:71])[O:69][C:66]([CH3:65])([CH3:67])[CH3:68])[CH2:3]2)=[C:10]([C:34]([F:35])([F:36])[F:37])[CH:11]=[C:12]2[C:17]=1[N:16]=[CH:15][N:14]([CH2:20][C:21]1[CH:26]=[C:25]([Cl:27])[CH:24]=[CH:23][C:22]=1[S:28]([CH2:31][CH3:32])(=[O:30])=[O:29])[C:13]2=[O:33], predict the reactants needed to synthesize it. The reactants are: [NH2:1][C@H:2]1[CH2:7][CH2:6][CH2:5][N:4]([CH2:8][C:9]2[C:18]([Cl:19])=[C:17]3[C:12]([C:13](=[O:33])[N:14]([CH2:20][C:21]4[CH:26]=[C:25]([Cl:27])[CH:24]=[CH:23][C:22]=4[S:28]([CH2:31][CH3:32])(=[O:30])=[O:29])[CH:15]=[N:16]3)=[CH:11][C:10]=2[C:34]([F:37])([F:36])[F:35])[CH2:3]1.NC1C=CC(C(F)(F)F)=CC=1C(NCC1C=C(Br)C=CC=1S(CC)(=O)=O)=O.[CH3:65][C:66]([O:69][C:70]([NH:72][CH2:73][C:74](O)=[O:75])=[O:71])([CH3:68])[CH3:67].CN(C(ON1N=NC2C=CC=NC1=2)=[N+](C)C)C.F[P-](F)(F)(F)(F)F.